This data is from TCR-epitope binding with 47,182 pairs between 192 epitopes and 23,139 TCRs. The task is: Binary Classification. Given a T-cell receptor sequence (or CDR3 region) and an epitope sequence, predict whether binding occurs between them. (1) The epitope is AVFDRKSDAK. The TCR CDR3 sequence is CASSLLADYNEQFF. Result: 1 (the TCR binds to the epitope). (2) The epitope is LPAADLDDF. The TCR CDR3 sequence is CASSERGLAAEQFF. Result: 0 (the TCR does not bind to the epitope). (3) The epitope is SEISMDNSPNL. The TCR CDR3 sequence is CASSYSRGAGNTIYF. Result: 0 (the TCR does not bind to the epitope). (4) The epitope is SLVKPSFYV. The TCR CDR3 sequence is CASSLAGEETQYF. Result: 0 (the TCR does not bind to the epitope). (5) The epitope is KLSYGIATV. The TCR CDR3 sequence is CASSPRGGRTDTQYF. Result: 0 (the TCR does not bind to the epitope).